Dataset: Forward reaction prediction with 1.9M reactions from USPTO patents (1976-2016). Task: Predict the product of the given reaction. (1) Given the reactants [NH:1]1[CH:5]=[C:4]([C:6]([OH:8])=O)[CH:3]=[N:2]1.[CH3:9][O:10][C:11]1[CH:25]=[CH:24][C:14]([CH2:15][C@@H:16]2[CH2:21][CH2:20][C@H:19]([CH2:22][NH2:23])[CH2:18][CH2:17]2)=[CH:13][CH:12]=1, predict the reaction product. The product is: [CH3:9][O:10][C:11]1[CH:25]=[CH:24][C:14]([CH2:15][C@@H:16]2[CH2:17][CH2:18][C@H:19]([CH2:22][NH:23][C:6]([C:4]3[CH:3]=[N:2][NH:1][CH:5]=3)=[O:8])[CH2:20][CH2:21]2)=[CH:13][CH:12]=1. (2) Given the reactants [CH:1]1([NH:4][C:5](=[O:22])[CH2:6][C:7]2[CH:12]=[CH:11][C:10](B3OC(C)(C)C(C)(C)O3)=[CH:9][CH:8]=2)[CH2:3][CH2:2]1.[CH2:23]([O:30][C:31]([N:33]1[CH2:37][CH2:36][CH2:35][CH:34]1[C:38]1[CH:43]=[CH:42][C:41](Br)=[CH:40][CH:39]=1)=[O:32])[C:24]1[CH:29]=[CH:28][CH:27]=[CH:26][CH:25]=1.CN(C=O)C, predict the reaction product. The product is: [CH2:23]([O:30][C:31]([N:33]1[CH2:37][CH2:36][CH2:35][CH:34]1[C:38]1[CH:43]=[CH:42][C:41]([C:10]2[CH:9]=[CH:8][C:7]([CH2:6][C:5](=[O:22])[NH:4][CH:1]3[CH2:2][CH2:3]3)=[CH:12][CH:11]=2)=[CH:40][CH:39]=1)=[O:32])[C:24]1[CH:25]=[CH:26][CH:27]=[CH:28][CH:29]=1. (3) Given the reactants [CH3:1][N:2]1[CH:6]=[C:5]([C:7]2[CH:8]=[CH:9][C:10]3[N:11]([C:13]([CH2:16][C:17]4[CH:18]=[CH:19][C:20]5[N:21]([C:23]([C:26](=[O:28])[CH3:27])=[CH:24][N:25]=5)[CH:22]=4)=[CH:14][N:15]=3)[N:12]=2)[CH:4]=[N:3]1.O.[BH4-].[Na+].O1CCOCC1, predict the reaction product. The product is: [CH3:1][N:2]1[CH:6]=[C:5]([C:7]2[CH:8]=[CH:9][C:10]3[N:11]([C:13]([CH2:16][C:17]4[CH:18]=[CH:19][C:20]5[N:21]([C:23]([CH:26]([OH:28])[CH3:27])=[CH:24][N:25]=5)[CH:22]=4)=[CH:14][N:15]=3)[N:12]=2)[CH:4]=[N:3]1. (4) Given the reactants C(N(CC)CC)C.[O:8]=[C:9]1[O:15][C@H:14]([C@H:16]([CH2:18][OH:19])[OH:17])[C:12]([OH:13])=[C:10]1[OH:11].[CH3:20][C:21]([CH2:37][CH2:38][CH2:39][CH:40]([CH3:52])[CH2:41][CH2:42][CH2:43][CH:44]([CH3:51])[CH2:45][CH2:46][CH2:47][CH:48]([CH3:50])[CH3:49])=[CH:22][CH2:23][CH2:24][CH2:25]OS(C1C=CC(C)=CC=1)(=O)=O, predict the reaction product. The product is: [CH3:20][C:21]([CH2:37][CH2:38][CH2:39][CH:40]([CH3:52])[CH2:41][CH2:42][CH2:43][CH:44]([CH3:51])[CH2:45][CH2:46][CH2:47][CH:48]([CH3:50])[CH3:49])=[CH:22][CH2:23][CH2:24][CH2:25][O:11][C:10]1[C:9]([O:15][C@H:14]([C@H:16]([CH2:18][OH:19])[OH:17])[C:12]=1[OH:13])=[O:8]. (5) Given the reactants [CH3:1][O:2][C:3]([C:5]1([CH2:10][CH2:11]Br)[CH2:9][CH2:8][CH2:7][CH2:6]1)=[O:4].[N-:13]=[N+:14]=[N-:15].[Na+].[CH3:17]N(C=O)C, predict the reaction product. The product is: [N:13]([CH2:11][CH2:10][C:5]1([C:3]([O:2][CH2:1][CH3:17])=[O:4])[CH2:9][CH2:8][CH2:7][CH2:6]1)=[N+:14]=[N-:15]. (6) Given the reactants [Cl:1][C:2]1[CH:7]=[C:6]([N:8](S(C)(=O)=O)[S:9]([CH3:12])(=[O:11])=[O:10])[C:5]([I:17])=[CH:4][N:3]=1.[OH-].[Na+], predict the reaction product. The product is: [Cl:1][C:2]1[CH:7]=[C:6]([NH:8][S:9]([CH3:12])(=[O:11])=[O:10])[C:5]([I:17])=[CH:4][N:3]=1.